This data is from Reaction yield outcomes from USPTO patents with 853,638 reactions. The task is: Predict the reaction yield, written as a fraction of the theoretical maximum amount of product (1.0 means a 100% yield; for example, 0.34 means a 34% yield). (1) The reactants are [F:1][C:2]1[CH:3]=[C:4]([CH:8]=[CH:9][CH:10]=1)[C:5]([OH:7])=O.C(N1C=CN=C1)(N1C=CN=C1)=O.[Mg+].[C:24]([O:30][CH2:31][CH3:32])(=[O:29])[CH2:25]C([O-])=O.Cl. The catalyst is O1CCCC1.O.C(OCC)(=O)C. The product is [F:1][C:2]1[CH:3]=[C:4]([C:5](=[O:7])[CH2:25][C:24]([O:30][CH2:31][CH3:32])=[O:29])[CH:8]=[CH:9][CH:10]=1. The yield is 0.910. (2) The reactants are [CH3:1][O:2][C:3](=[O:10])[C:4]([CH3:9])([CH3:8])[CH:5]([OH:7])[CH3:6].[C:11]1([CH3:21])[CH:16]=[CH:15][C:14]([S:17](Cl)(=[O:19])=[O:18])=[CH:13][CH:12]=1.Cl. The catalyst is N1C=CC=CC=1.C(OCC)(=O)C. The product is [CH3:1][O:2][C:3](=[O:10])[C:4]([CH3:9])([CH3:8])[CH:5]([O:7][S:17]([C:14]1[CH:15]=[CH:16][C:11]([CH3:21])=[CH:12][CH:13]=1)(=[O:19])=[O:18])[CH3:6]. The yield is 0.760. (3) The reactants are [Cl:1][C:2]1[CH:7]=[CH:6][C:5]([Cl:8])=[CH:4][C:3]=1[CH2:9][O:10][C:11]1[N:16]=[C:15]([C:17]([OH:19])=O)[CH:14]=[CH:13][CH:12]=1.[CH:20]1([N:23]2[C:32]3[C:27](=[CH:28][CH:29]=[CH:30][CH:31]=3)[NH:26][CH2:25][CH2:24]2)[CH2:22][CH2:21]1.CN(C(ON1N=NC2C=CC=NC1=2)=[N+](C)C)C.F[P-](F)(F)(F)(F)F.CCN(C(C)C)C(C)C. The catalyst is CN(C)C=O.C(OCC)(=O)C. The product is [CH:20]1([N:23]2[C:32]3[C:27](=[CH:28][CH:29]=[CH:30][CH:31]=3)[N:26]([C:17]([C:15]3[CH:14]=[CH:13][CH:12]=[C:11]([O:10][CH2:9][C:3]4[CH:4]=[C:5]([Cl:8])[CH:6]=[CH:7][C:2]=4[Cl:1])[N:16]=3)=[O:19])[CH2:25][CH2:24]2)[CH2:22][CH2:21]1. The yield is 0.160. (4) The reactants are [CH2:1]([O:3][C:4]([C:6]1[CH:7]=[N:8][C:9]([Cl:13])=[CH:10][C:11]=1[NH2:12])=[O:5])[CH3:2].N1C=CC=CC=1.[F:20][C:21]([F:32])([F:31])[C:22](O[C:22](=[O:23])[C:21]([F:32])([F:31])[F:20])=[O:23].O. The catalyst is C(Cl)Cl. The product is [CH2:1]([O:3][C:4]([C:6]1[CH:7]=[N:8][C:9]([Cl:13])=[CH:10][C:11]=1[NH:12][C:22](=[O:23])[C:21]([F:32])([F:31])[F:20])=[O:5])[CH3:2]. The yield is 0.660. (5) The reactants are [Br:1][C:2]1[CH:7]=[CH:6][CH:5]=[C:4]([Br:8])[C:3]=1[CH3:9].[Br:10]N1C(=O)CCC1=O.N(C(C)(C)C#N)=NC(C)(C)C#N. The catalyst is C(Cl)(Cl)(Cl)Cl. The product is [Br:1][C:2]1[CH:7]=[CH:6][CH:5]=[C:4]([Br:8])[C:3]=1[CH2:9][Br:10]. The yield is 1.00. (6) The reactants are [Cl:1][CH2:2][C:3]1[N:4]=[C:5]2[S:12][C:11]([CH3:13])=[C:10]([C:14]([NH:16][CH3:17])=[O:15])[N:6]2[C:7](=[O:9])[CH:8]=1.[B-](F)(F)(F)[F:19].[B-](F)(F)(F)F.C1[N+]2(CCl)CC[N+](F)(CC2)C1. The catalyst is CC#N. The product is [Cl:1][CH2:2][C:3]1[N:4]=[C:5]2[S:12][C:11]([CH3:13])=[C:10]([C:14]([NH:16][CH3:17])=[O:15])[N:6]2[C:7](=[O:9])[C:8]=1[F:19]. The yield is 0.210.